This data is from Full USPTO retrosynthesis dataset with 1.9M reactions from patents (1976-2016). The task is: Predict the reactants needed to synthesize the given product. (1) Given the product [C:21]([Si:25]([CH3:46])([CH3:45])[O:26][C:27]([C:30]1[NH:31][C:32]2[C:37]([C:38]=1[S:11][C:12]1[CH:17]=[CH:16][CH:15]=[C:14]([N+:18]([O-:20])=[O:19])[CH:13]=1)=[CH:36][C:35]([C:39]#[N:40])=[C:34]([C:41]([F:43])([F:44])[F:42])[CH:33]=2)([CH3:29])[CH3:28])([CH3:24])([CH3:22])[CH3:23], predict the reactants needed to synthesize it. The reactants are: [N+:18]([C:14]1[CH:13]=[C:12]([S:11][S:11][C:12]2[CH:17]=[CH:16][CH:15]=[C:14]([N+:18]([O-:20])=[O:19])[CH:13]=2)[CH:17]=[CH:16][CH:15]=1)([O-:20])=[O:19].[C:21]([Si:25]([CH3:46])([CH3:45])[O:26][C:27]([C:30]1[NH:31][C:32]2[C:37]([CH:38]=1)=[CH:36][C:35]([C:39]#[N:40])=[C:34]([C:41]([F:44])([F:43])[F:42])[CH:33]=2)([CH3:29])[CH3:28])([CH3:24])([CH3:23])[CH3:22]. (2) The reactants are: [CH3:1][C:2]1[N:7]=[CH:6][C:5]([OH:8])=[CH:4][CH:3]=1.[H-].[Na+].CS(O[CH2:16][CH:17]1[CH2:22][C:21]([CH3:36])([S:23]([C:26]2[CH:31]=[CH:30][CH:29]=[C:28]([C:32]([F:35])([F:34])[F:33])[CH:27]=2)(=[O:25])=[O:24])[CH2:20][CH2:19][O:18]1)(=O)=O. Given the product [CH3:1][C:2]1[CH:3]=[CH:4][C:5]([O:8][CH2:16][CH:17]2[CH2:22][C:21]([CH3:36])([S:23]([C:26]3[CH:31]=[CH:30][CH:29]=[C:28]([C:32]([F:35])([F:33])[F:34])[CH:27]=3)(=[O:25])=[O:24])[CH2:20][CH2:19][O:18]2)=[CH:6][N:7]=1, predict the reactants needed to synthesize it. (3) Given the product [C:17]([O:21][C:22]([NH:10][NH:9][C:4]1[CH:5]=[CH:6][CH:7]=[CH:8][C:3]=1[Cl:2])=[O:23])([CH3:20])([CH3:19])[CH3:18], predict the reactants needed to synthesize it. The reactants are: Cl.[Cl:2][C:3]1[CH:8]=[CH:7][CH:6]=[CH:5][C:4]=1[NH:9][NH2:10].C(=O)([O-])[O-].[K+].[K+].[C:17]([O:21][C:22](O[C:22]([O:21][C:17]([CH3:20])([CH3:19])[CH3:18])=[O:23])=[O:23])([CH3:20])([CH3:19])[CH3:18]. (4) Given the product [N:36]1[CH:37]=[CH:38][CH:39]=[CH:40][C:35]=1[O:34][CH2:33][C:32]1[CH:41]=[CH:42][C:29]([CH2:28][C:27]2[CH:2]=[C:1]([C:3]3[C:4]([N:9]([C:17]([O:19][C:20]([CH3:23])([CH3:22])[CH3:21])=[O:18])[C:10]([O:12][C:13]([CH3:16])([CH3:15])[CH3:14])=[O:11])=[N:5][CH:6]=[CH:7][CH:8]=3)[O:25][N:24]=2)=[CH:30][CH:31]=1, predict the reactants needed to synthesize it. The reactants are: [C:1]([C:3]1[C:4]([N:9]([C:17]([O:19][C:20]([CH3:23])([CH3:22])[CH3:21])=[O:18])[C:10]([O:12][C:13]([CH3:16])([CH3:15])[CH3:14])=[O:11])=[N:5][CH:6]=[CH:7][CH:8]=1)#[CH:2].[N+:24]([CH2:27][CH2:28][C:29]1[CH:42]=[CH:41][C:32]([CH2:33][O:34][C:35]2[CH:40]=[CH:39][CH:38]=[CH:37][N:36]=2)=[CH:31][CH:30]=1)([O-])=[O:25].C(OC(OC(C)(C)C)=O)(OC(C)(C)C)=O. (5) Given the product [Cl:1][C:2]1[CH:7]=[CH:6][CH:5]=[C:4]([CH2:8][CH3:9])[C:3]=1[C:10]1[C:16](=[O:17])[CH:15]2[CH2:18][CH:12]([C:11]=1[O:19][CH3:20])[CH2:13][CH2:14]2, predict the reactants needed to synthesize it. The reactants are: [Cl:1][C:2]1[CH:7]=[CH:6][CH:5]=[C:4]([CH2:8][CH3:9])[C:3]=1[CH:10]1[C:16](=[O:17])[CH:15]2[CH2:18][CH:12]([CH2:13][CH2:14]2)[C:11]1=[O:19].[C:20](=O)([O-])[O-].[K+].[K+].IC.